This data is from Full USPTO retrosynthesis dataset with 1.9M reactions from patents (1976-2016). The task is: Predict the reactants needed to synthesize the given product. (1) Given the product [NH2:24][C:21]1[CH:20]=[CH:19][C:18]([S:15]([N:11]2[C:12]3[C:8](=[CH:7][C:6]([CH:5]=[CH:4][C:3]([NH:2][OH:1])=[O:27])=[CH:14][CH:13]=3)[CH:9]=[CH:10]2)(=[O:17])=[O:16])=[CH:23][CH:22]=1, predict the reactants needed to synthesize it. The reactants are: [OH:1][NH:2][C:3](=[O:27])[CH:4]=[CH:5][C:6]1[CH:7]=[C:8]2[C:12](=[CH:13][CH:14]=1)[N:11]([S:15]([C:18]1[CH:23]=[CH:22][C:21]([N+:24]([O-])=O)=[CH:20][CH:19]=1)(=[O:17])=[O:16])[CH:10]=[CH:9]2.[Cl-].[NH4+]. (2) Given the product [CH2:14]([N:21]1[CH2:22][CH2:23][C:24]([NH:29][C:30]2[CH:35]=[CH:34][CH:33]=[CH:32][CH:31]=2)([C:2]2[CH:7]=[CH:6][CH:5]=[C:4]([CH3:8])[N:3]=2)[CH2:25][CH2:26]1)[C:15]1[CH:16]=[CH:17][CH:18]=[CH:19][CH:20]=1, predict the reactants needed to synthesize it. The reactants are: Br[C:2]1[CH:7]=[CH:6][CH:5]=[C:4]([CH3:8])[N:3]=1.[Li+].CCC[CH2-].[CH2:14]([N:21]1[CH2:26][CH2:25][C:24]([NH:29][C:30]2[CH:35]=[CH:34][CH:33]=[CH:32][CH:31]=2)(C#N)[CH2:23][CH2:22]1)[C:15]1[CH:20]=[CH:19][CH:18]=[CH:17][CH:16]=1.O. (3) Given the product [CH2:1]([O:8][C:9]1[CH:10]=[C:11]([CH:12]=[CH:13][C:14]=1[CH3:15])[CH:16]=[O:17])[C:2]1[CH:3]=[CH:4][CH:5]=[CH:6][CH:7]=1, predict the reactants needed to synthesize it. The reactants are: [CH2:1]([O:8][C:9]1[CH:10]=[C:11]([CH2:16][OH:17])[CH:12]=[CH:13][C:14]=1[CH3:15])[C:2]1[CH:7]=[CH:6][CH:5]=[CH:4][CH:3]=1.C1C=C[NH+]=CC=1.[O-][Cr](Cl)(=O)=O. (4) Given the product [Br:1][C:2]1[N:7]=[C:6]2[NH:8][CH:10]=[N:9][C:5]2=[CH:4][CH:3]=1, predict the reactants needed to synthesize it. The reactants are: [Br:1][C:2]1[N:7]=[C:6]([NH2:8])[C:5]([NH2:9])=[CH:4][CH:3]=1.[CH2:10](OC(OCC)OCC)C. (5) The reactants are: [OH:1][C:2]1[CH:3]=[C:4]([C:15](=[O:18])[CH2:16][CH3:17])[C:5](=[O:14])[O:6][C:7]=1[CH:8]([CH3:13])[CH2:9][CH2:10][CH2:11][OH:12].[Na].C([O-])(O)=O.[Na+]. Given the product [OH:1][C:2]1[CH:3]=[C:4]([C:15](=[O:18])[CH2:16][CH3:17])[C:5](=[O:14])[O:6][C:7]=1[CH:8]([CH3:13])[CH2:9][CH2:10][CH:11]=[O:12], predict the reactants needed to synthesize it. (6) Given the product [Br:36][CH2:23][C:4]1[C:3]([C:1]#[N:2])=[CH:19][C:7]([C:8]([N:10]([CH3:18])[C:11](=[O:17])[O:12][C:13]([CH3:15])([CH3:16])[CH3:14])=[O:9])=[C:6]([O:20][CH2:21][CH3:22])[CH:5]=1, predict the reactants needed to synthesize it. The reactants are: [C:1]([C:3]1[C:4]([CH3:23])=[CH:5][C:6]([O:20][CH2:21][CH3:22])=[C:7]([CH:19]=1)[C:8]([N:10]([CH3:18])[C:11](=[O:17])[O:12][C:13]([CH3:16])([CH3:15])[CH3:14])=[O:9])#[N:2].N(C(C)(C)C#N)=NC(C)(C)C#N.[Br:36]N1C(=O)CCC1=O.